Binary Classification. Given a drug SMILES string, predict its activity (active/inactive) in a high-throughput screening assay against a specified biological target. From a dataset of Tyrosyl-DNA phosphodiesterase HTS with 341,365 compounds. The drug is Fc1ccc(N2CCN(C3CCCN(C3)C(=O)CCn3ncnc3)CC2)cc1. The result is 0 (inactive).